Dataset: Reaction yield outcomes from USPTO patents with 853,638 reactions. Task: Predict the reaction yield, written as a fraction of the theoretical maximum amount of product (1.0 means a 100% yield; for example, 0.34 means a 34% yield). (1) The reactants are [NH2:1][C:2]1[CH:3]=[C:4]([OH:11])[C:5](=[CH:9][CH:10]=1)[C:6]([OH:8])=[O:7].[Cl:12][C:13]1[S:14][C:15]([Cl:22])=[CH:16][C:17]=1[S:18](Cl)(=[O:20])=[O:19].C([O-])([O-])=O.[Na+].[Na+].CCOC(C)=O. The catalyst is O1CCOCC1.O. The product is [Cl:12][C:13]1[S:14][C:15]([Cl:22])=[CH:16][C:17]=1[S:18]([NH:1][C:2]1[CH:10]=[CH:9][C:5]([C:6]([OH:8])=[O:7])=[C:4]([OH:11])[CH:3]=1)(=[O:20])=[O:19]. The yield is 0.420. (2) The reactants are [Br:1][C:2]1[CH:3]=[CH:4][C:5]([F:12])=[C:6]([CH2:8][CH2:9][CH2:10][OH:11])[CH:7]=1.N1C=CC=CC=1.[S:19](Cl)([C:22]1[CH:28]=[CH:27][C:25]([CH3:26])=[CH:24][CH:23]=1)(=[O:21])=[O:20]. The catalyst is C(Cl)Cl. The product is [Br:1][C:2]1[CH:3]=[CH:4][C:5]([F:12])=[C:6]([CH2:8][CH2:9][CH2:10][O:11][S:19]([C:22]2[CH:28]=[CH:27][C:25]([CH3:26])=[CH:24][CH:23]=2)(=[O:21])=[O:20])[CH:7]=1. The yield is 0.690. (3) The reactants are Br[C:2]1[CH:3]=[C:4]2[C:10]([C:11]3[CH:12]=[N:13][N:14]([CH2:16][C:17]4[CH:22]=[CH:21][CH:20]=[C:19]([F:23])[CH:18]=4)[CH:15]=3)=[CH:9][N:8]([S:24]([C:27]3[CH:33]=[CH:32][C:30]([CH3:31])=[CH:29][CH:28]=3)(=[O:26])=[O:25])[C:5]2=[N:6][CH:7]=1.[CH3:34][C:35]1[CH:40]=[C:39](B2OC(C)(C)C(C)(C)O2)[CH:38]=[CH:37][C:36]=1[N:50]1[CH2:55][CH2:54][N:53]([C:56]([O:58][C:59]([CH3:62])([CH3:61])[CH3:60])=[O:57])[CH2:52][CH2:51]1.C(=O)([O-])[O-].[Na+].[Na+]. The catalyst is COCCOC.O.Cl[Pd](Cl)([P](C1C=CC=CC=1)(C1C=CC=CC=1)C1C=CC=CC=1)[P](C1C=CC=CC=1)(C1C=CC=CC=1)C1C=CC=CC=1. The product is [F:23][C:19]1[CH:18]=[C:17]([CH:22]=[CH:21][CH:20]=1)[CH2:16][N:14]1[CH:15]=[C:11]([C:10]2[C:4]3[C:5](=[N:6][CH:7]=[C:2]([C:39]4[CH:38]=[CH:37][C:36]([N:50]5[CH2:51][CH2:52][N:53]([C:56]([O:58][C:59]([CH3:61])([CH3:60])[CH3:62])=[O:57])[CH2:54][CH2:55]5)=[C:35]([CH3:34])[CH:40]=4)[CH:3]=3)[N:8]([S:24]([C:27]3[CH:28]=[CH:29][C:30]([CH3:31])=[CH:32][CH:33]=3)(=[O:25])=[O:26])[CH:9]=2)[CH:12]=[N:13]1. The yield is 0.773. (4) The reactants are [C:1]1([C:7]2[O:11][N:10]=[C:9]([C:12]3[O:16][N:15]=[C:14]([C:17]4[CH:34]=[CH:33][C:20]([CH2:21][N:22]5[CH2:25][CH:24]([C:26]([O:28]C(C)(C)C)=[O:27])[CH2:23]5)=[CH:19][CH:18]=4)[N:13]=3)[C:8]=2[C:35]([F:38])([F:37])[F:36])[CH:6]=[CH:5][CH:4]=[CH:3][CH:2]=1. The catalyst is FC(F)(F)C(O)=O. The product is [C:1]1([C:7]2[O:11][N:10]=[C:9]([C:12]3[O:16][N:15]=[C:14]([C:17]4[CH:34]=[CH:33][C:20]([CH2:21][N:22]5[CH2:25][CH:24]([C:26]([OH:28])=[O:27])[CH2:23]5)=[CH:19][CH:18]=4)[N:13]=3)[C:8]=2[C:35]([F:36])([F:37])[F:38])[CH:6]=[CH:5][CH:4]=[CH:3][CH:2]=1. The yield is 0.741. (5) The reactants are C([NH:8][C:9]([CH:11]1[CH2:23][N:21]2[C:22]3[CH:14]([CH:15]([NH:24][C:25](=[O:38])[CH:26]([CH2:34][CH:35]([CH3:37])[CH3:36])[CH:27]([CH2:31][CH2:32][CH3:33])[C:28]([NH2:30])=[O:29])[CH2:16][CH2:17][C:18]=3[CH:19]=[CH:20]2)[C:13](=[O:39])[CH2:12]1)=[O:10])C1C=CC=CC=1.N[C:41]1[CH:46]=[CH:45][CH:44]=[CH:43][CH:42]=1. No catalyst specified. The product is [CH2:34]([CH:26]([CH:27]([CH2:31][CH2:32][CH3:33])[C:28]([NH2:30])=[O:29])[C:25]([NH:24][CH:15]1[CH:14]2[C:13](=[O:39])[CH2:12][CH:11]([C:9](=[O:10])[NH:8][C:41]3[CH:46]=[CH:45][CH:44]=[CH:43][CH:42]=3)[CH2:23][N:21]3[C:22]2=[C:18]([CH:19]=[CH:20]3)[CH2:17][CH2:16]1)=[O:38])[CH:35]([CH3:36])[CH3:37]. The yield is 0.380. (6) The reactants are [CH3:1][C:2]1[N:3]=[C:4]([C:7]([O:9][CH2:10][CH3:11])=[O:8])[NH:5][CH:6]=1.C1C(=O)N([I:19])C(=O)C1. The catalyst is CC#N. The product is [I:19][C:6]1[NH:5][C:4]([C:7]([O:9][CH2:10][CH3:11])=[O:8])=[N:3][C:2]=1[CH3:1]. The yield is 0.440. (7) The reactants are [C:1]([N:9]=[C:10]=[O:11])(=[O:8])[C:2]1[CH:7]=[CH:6][CH:5]=[CH:4][CH:3]=1.[NH2:12][C:13]1[CH:20]=[CH:19][CH:18]=[C:17]([CH:21]=[C:22]([CH3:24])[CH3:23])[C:14]=1[C:15]#[N:16]. The catalyst is O1CCOCC1. The product is [C:15]([C:14]1[C:17]([CH:21]=[C:22]([CH3:23])[CH3:24])=[CH:18][CH:19]=[CH:20][C:13]=1[NH:12][C:10]([NH:9][C:1](=[O:8])[C:2]1[CH:7]=[CH:6][CH:5]=[CH:4][CH:3]=1)=[O:11])#[N:16]. The yield is 0.860.